This data is from Peptide-MHC class II binding affinity with 134,281 pairs from IEDB. The task is: Regression. Given a peptide amino acid sequence and an MHC pseudo amino acid sequence, predict their binding affinity value. This is MHC class II binding data. The peptide sequence is NLEIDMIVDTISDFR. The MHC is HLA-DQA10201-DQB10202 with pseudo-sequence HLA-DQA10201-DQB10202. The binding affinity (normalized) is 0.452.